Predict which catalyst facilitates the given reaction. From a dataset of Catalyst prediction with 721,799 reactions and 888 catalyst types from USPTO. Reactant: [Cl:1][C:2]1[CH:3]=[CH:4][C:5]([F:14])=[C:6]([C:8]#[C:9][Si](C)(C)C)[CH:7]=1.C(=O)([O-])[O-].[K+].[K+]. The catalyst class is: 5. Product: [Cl:1][C:2]1[CH:3]=[CH:4][C:5]([F:14])=[C:6]([C:8]#[CH:9])[CH:7]=1.